Dataset: Forward reaction prediction with 1.9M reactions from USPTO patents (1976-2016). Task: Predict the product of the given reaction. (1) The product is: [CH3:75][N:44]([CH3:43])[C:45](=[O:74])[O:46][C:47]1[CH:52]=[CH:51][CH:50]=[C:49]([NH:53][C:54]([C:56]2([CH2:72][NH:73][C:7](=[O:9])[CH2:6][C:5]3[NH:1][CH:2]=[N:3][CH:4]=3)[CH2:57][CH2:58][N:59]([C:62]3[C:63]4[C:70]([CH3:71])=[CH:69][NH:68][C:64]=4[N:65]=[CH:66][N:67]=3)[CH2:60][CH2:61]2)=[O:55])[CH:48]=1. Given the reactants [NH:1]1[C:5]([CH2:6][C:7]([OH:9])=O)=[CH:4][N:3]=[CH:2]1.CN(C(ON1N=NC2C=CC=NC1=2)=[N+](C)C)C.F[P-](F)(F)(F)(F)F.C(N(CC)C(C)C)(C)C.[CH3:43][N:44]([CH3:75])[C:45](=[O:74])[O:46][C:47]1[CH:52]=[CH:51][CH:50]=[C:49]([NH:53][C:54]([C:56]2([CH2:72][NH2:73])[CH2:61][CH2:60][N:59]([C:62]3[C:63]4[C:70]([CH3:71])=[CH:69][NH:68][C:64]=4[N:65]=[CH:66][N:67]=3)[CH2:58][CH2:57]2)=[O:55])[CH:48]=1, predict the reaction product. (2) Given the reactants [CH3:1][C:2]1([CH3:20])[CH:11]([N:12]2[C:16]([CH:17]=O)=[CH:15][N:14]=[CH:13]2)[C:10]2[C:5](=[CH:6][CH:7]=[CH:8][CH:9]=2)[C:4](=[O:19])[O:3]1.C([O-])(O)=O.[Na+].Cl.[NH2:27][OH:28], predict the reaction product. The product is: [CH3:1][C:2]1([CH3:20])[CH:11]([N:12]2[C:16]([CH:17]=[N:27][OH:28])=[CH:15][N:14]=[CH:13]2)[C:10]2[C:5](=[CH:6][CH:7]=[CH:8][CH:9]=2)[C:4](=[O:19])[O:3]1. (3) Given the reactants [CH3:1][O:2][C:3]1[CH:4]=[C:5]2[C:10](=[CH:11][CH:12]=1)[C:9]([C:13](=[O:29])[C:14]1[CH:19]=[CH:18][C:17]([O:20][CH2:21][CH2:22][N:23]3[CH2:28][CH2:27][CH2:26][CH2:25][CH2:24]3)=[CH:16][CH:15]=1)=[C:8](OS(C(F)(F)F)(=O)=O)[CH:7]=[CH:6]2.Br[C:39]1[C:44]([F:45])=[C:43]([F:46])[CH:42]=[CH:41][C:40]=1[F:47].OC1C=C2C(=CC=1)C(C(C1C=CC(OCCN3CCCCC3)=CC=1)=O)=C(C1C=C(F)C=C(F)C=1F)C=C2, predict the reaction product. The product is: [CH3:1][O:2][C:3]1[CH:4]=[C:5]2[C:10](=[CH:11][CH:12]=1)[C:9]([C:13]([C:14]1[CH:19]=[CH:18][C:17]([O:20][CH2:21][CH2:22][N:23]3[CH2:24][CH2:25][CH2:26][CH2:27][CH2:28]3)=[CH:16][CH:15]=1)=[O:29])=[C:8]([C:39]1[C:40]([F:47])=[CH:41][CH:42]=[C:43]([F:46])[C:44]=1[F:45])[CH:7]=[CH:6]2. (4) Given the reactants [OH:1][C@H:2]([C@H:4]([CH2:9][CH2:10][CH:11]([CH3:13])[CH3:12])[C:5]([O:7][CH3:8])=[O:6])[CH3:3].CC1(C)C2(CS(O)(=O)=O)C(CC1CC2)=O.ClC(Cl)(Cl)C(=N)O[CH2:33][C:34]1[CH:39]=[CH:38][C:37]([O:40][CH3:41])=[CH:36][CH:35]=1, predict the reaction product. The product is: [CH3:41][O:40][C:37]1[CH:38]=[CH:39][C:34]([CH2:33][O:1][C@H:2]([C@H:4]([CH2:9][CH2:10][CH:11]([CH3:13])[CH3:12])[C:5]([O:7][CH3:8])=[O:6])[CH3:3])=[CH:35][CH:36]=1. (5) Given the reactants [C:1]([C:11]1[CH:31]=[CH:30][C:14]([CH2:15][NH:16][C:17]2[CH:29]=[CH:28][C:20]3[O:21][C:22]([CH3:27])([CH3:26])[O:23][C:24](=[O:25])[C:19]=3[CH:18]=2)=[CH:13][CH:12]=1)#[C:2][CH2:3][CH2:4][CH2:5][CH2:6][CH2:7][CH2:8][CH2:9][CH3:10].[C:32](Cl)(=[O:34])[CH3:33], predict the reaction product. The product is: [C:1]([C:11]1[CH:31]=[CH:30][C:14]([CH2:15][N:16]([C:17]2[CH:29]=[CH:28][C:20]3[O:21][C:22]([CH3:26])([CH3:27])[O:23][C:24](=[O:25])[C:19]=3[CH:18]=2)[C:32](=[O:34])[CH3:33])=[CH:13][CH:12]=1)#[C:2][CH2:3][CH2:4][CH2:5][CH2:6][CH2:7][CH2:8][CH2:9][CH3:10]. (6) Given the reactants [O:1]1[CH2:6][CH2:5][O:4][CH2:3][C:2]1=O.[NH2:8][C:9]1[C:14]([NH2:15])=[CH:13][CH:12]=[CH:11][N:10]=1, predict the reaction product. The product is: [OH:1][CH2:6][CH2:5][O:4][CH2:3][C:2]1[NH:15][C:14]2[CH:13]=[CH:12][CH:11]=[N:10][C:9]=2[N:8]=1. (7) Given the reactants [CH2:1]([N:3]([CH2:20][CH3:21])[CH2:4][CH2:5][NH:6][C:7]([C:9]1[CH:18]=CC2C(=CC=C(I)C=2)C=1)=[O:8])[CH3:2].Cl.C(N(CC)CC[NH:28][C:29]([C:31]1[NH:32][C:33]2[C:38]([CH:39]=1)=CC(I)=CC=2)=O)C.C(N(CC)CCNC(C1SC2C=CC=C([I:60])C=2C=1)=O)C.IC1C=CC(C(OCC)=O)=CN=1.C(N(CC)CCNC(=O)C1C=CC(I)=NC=1)C.Cl.C(N(CC)CCNC(C1SC2C=CC=C(I)C=2C=1)=O)C, predict the reaction product. The product is: [CH2:20]([N:3]([CH2:1][CH3:2])[CH2:4][CH2:5][NH:6][C:7]([C:9]1[N:32]=[C:33]2[CH:38]=[CH:39][CH:31]=[CH:29][N:28]2[C:18]=1[I:60])=[O:8])[CH3:21]. (8) Given the reactants Cl[CH2:2][CH2:3][C:4]([NH:6][C:7]1[CH:12]=[CH:11][CH:10]=[C:9]([F:13])[CH:8]=1)=[O:5].[Al+3].[Cl-].[Cl-].[Cl-], predict the reaction product. The product is: [F:13][C:9]1[CH:8]=[C:7]2[C:12]([CH2:2][CH2:3][C:4](=[O:5])[NH:6]2)=[CH:11][CH:10]=1.